From a dataset of Reaction yield outcomes from USPTO patents with 853,638 reactions. Predict the reaction yield, written as a fraction of the theoretical maximum amount of product (1.0 means a 100% yield; for example, 0.34 means a 34% yield). (1) The reactants are [Cl-].[Al+3].[Cl-].[Cl-].[Br:5][CH2:6][C:7](Br)=[O:8].[NH:10]1[C:18]2[C:13](=[CH:14][CH:15]=[CH:16][CH:17]=2)[CH2:12][C:11]1=[O:19]. The product is [Br:5][CH2:6][C:7]([C:15]1[CH:14]=[C:13]2[C:18](=[CH:17][CH:16]=1)[NH:10][C:11](=[O:19])[CH2:12]2)=[O:8]. The catalyst is ClCCCl. The yield is 0.820. (2) The reactants are [F:1][C:2]1[CH:3]=[C:4]([N:9]2[CH2:13][C@H:12]([CH2:14]OS(C)(=O)=O)[O:11][C:10]2=[O:20])[CH:5]=[CH:6][C:7]=1[I:8].[C:21]1(=[O:31])[NH:25][C:24](=[O:26])[C:23]2=[CH:27][CH:28]=[CH:29][CH:30]=[C:22]12.[K]. The catalyst is CN(C)C=O. The product is [F:1][C:2]1[CH:3]=[C:4]([N:9]2[CH2:13][C@@H:12]([CH2:14][N:25]3[C:21](=[O:31])[C:22]4[C:23](=[CH:27][CH:28]=[CH:29][CH:30]=4)[C:24]3=[O:26])[O:11][C:10]2=[O:20])[CH:5]=[CH:6][C:7]=1[I:8]. The yield is 0.940. (3) The reactants are Cl[C:2]1[CH:3]=[C:4]([N:11]([C:16]2[C:35]([CH:36]3[CH2:38][CH2:37]3)=[CH:34][C:19]3[C:20]([C:30]([NH:32][CH3:33])=[O:31])=[C:21]([C:23]4[CH:28]=[CH:27][C:26]([F:29])=[CH:25][CH:24]=4)[O:22][C:18]=3[CH:17]=2)[S:12]([CH3:15])(=[O:14])=[O:13])[CH:5]=[CH:6][C:7]=1[N+:8]([O-:10])=[O:9].[CH3:39][Al](C)C.C[Al](C)C.C1N2CCN(CC2)C1.CC1(C)C2C(=C(P(C3C=CC=CC=3)C3C=CC=CC=3)C=CC=2)OC2C(P(C3C=CC=CC=3)C3C=CC=CC=3)=CC=CC1=2. The catalyst is O1CCCC1.C1C=CC(/C=C/C(/C=C/C2C=CC=CC=2)=O)=CC=1.C1C=CC(/C=C/C(/C=C/C2C=CC=CC=2)=O)=CC=1.C1C=CC(/C=C/C(/C=C/C2C=CC=CC=2)=O)=CC=1.[Pd].[Pd]. The product is [CH:36]1([C:35]2[C:16]([N:11]([C:4]3[CH:5]=[CH:6][C:7]([N+:8]([O-:10])=[O:9])=[C:2]([CH3:39])[CH:3]=3)[S:12]([CH3:15])(=[O:13])=[O:14])=[CH:17][C:18]3[O:22][C:21]([C:23]4[CH:28]=[CH:27][C:26]([F:29])=[CH:25][CH:24]=4)=[C:20]([C:30]([NH:32][CH3:33])=[O:31])[C:19]=3[CH:34]=2)[CH2:38][CH2:37]1. The yield is 0.820. (4) The reactants are [NH2:1][C@H:2]([C:18]([O:20][CH2:21][C:22]1[CH:27]=[CH:26][CH:25]=[CH:24][CH:23]=1)=[O:19])[CH2:3][CH2:4][CH2:5][CH2:6][NH:7][C:8]([O:10][CH2:11][C:12]1[CH:17]=[CH:16][CH:15]=[CH:14][CH:13]=1)=[O:9].Cl.CCN(CC)CC.[NH:36]([C:53]([O:55][C:56]([CH3:59])([CH3:58])[CH3:57])=[O:54])[C@H:37]([C:42]([NH:44][C@H:45]([C:50](O)=[O:51])[CH2:46][CH:47]([CH3:49])[CH3:48])=[O:43])[CH2:38][CH:39]([CH3:41])[CH3:40].C1C=CC2N(O)N=NC=2C=1.C1CCC(N=C=NC2CCCCC2)CC1. The catalyst is CN(C=O)C.C(O)(=O)C. The product is [NH:36]([C:53]([O:55][C:56]([CH3:59])([CH3:58])[CH3:57])=[O:54])[C@H:37]([C:42]([NH:44][C@H:45]([C:50]([NH:1][C@H:2]([C:18]([O:20][CH2:21][C:22]1[CH:27]=[CH:26][CH:25]=[CH:24][CH:23]=1)=[O:19])[CH2:3][CH2:4][CH2:5][CH2:6][NH:7][C:8]([O:10][CH2:11][C:12]1[CH:13]=[CH:14][CH:15]=[CH:16][CH:17]=1)=[O:9])=[O:51])[CH2:46][CH:47]([CH3:48])[CH3:49])=[O:43])[CH2:38][CH:39]([CH3:41])[CH3:40]. The yield is 0.934. (5) The reactants are C[O:2][C:3]1[CH:8]=[CH:7][C:6]([C:9]2[C:13]([C:14]3[S:15][C:16]4[CH:22]=[CH:21][CH:20]=[CH:19][C:17]=4[N:18]=3)=[CH:12][NH:11][N:10]=2)=[CH:5][CH:4]=1.BrB(Br)Br. The catalyst is C(Cl)Cl. The product is [S:15]1[C:16]2[CH:22]=[CH:21][CH:20]=[CH:19][C:17]=2[N:18]=[C:14]1[C:13]1[C:9]([C:6]2[CH:7]=[CH:8][C:3]([OH:2])=[CH:4][CH:5]=2)=[N:10][NH:11][CH:12]=1. The yield is 0.660. (6) The reactants are [C:1]([C:4]1[C:9]([NH:10][C:11]([C:13]2[S:14][CH:15]=[C:16]([C:18]([F:21])([F:20])[F:19])[N:17]=2)=O)=[C:8]([Cl:22])[C:7]([O:23][CH3:24])=[CH:6][CH:5]=1)(=[O:3])[CH3:2].COC1C(C)=C2C(C(O)=CC(C3SC=C(C(F)(F)F)N=3)=N2)=CC=1. No catalyst specified. The product is [Cl:22][C:8]1[C:7]([O:23][CH3:24])=[CH:6][CH:5]=[C:4]2[C:9]=1[N:10]=[C:11]([C:13]1[S:14][CH:15]=[C:16]([C:18]([F:21])([F:20])[F:19])[N:17]=1)[CH:2]=[C:1]2[OH:3]. The yield is 0.700. (7) The reactants are O[CH2:2][C:3]1[CH:4]=[CH:5][C:6]([NH:26][C:27](=[O:29])[CH3:28])=[C:7]([C:9]2[C:14]([CH3:15])=[CH:13][C:12]([O:16][CH2:17][C:18]3([OH:24])[CH2:23][CH2:22][S:21][CH2:20][CH2:19]3)=[CH:11][C:10]=2[CH3:25])[CH:8]=1.[F:30][C:31]1[CH:36]=[C:35]([NH:37][S:38]([C:41]2[CH:46]=[CH:45][CH:44]=[CH:43][C:42]=2[N+:47]([O-:49])=[O:48])(=[O:40])=[O:39])[CH:34]=[CH:33][C:32]=1[CH2:50][CH2:51][C:52]([O:54][CH2:55][CH3:56])=[O:53].C1(P(C2C=CC=CC=2)C2C=CC=CC=2)C=CC=CC=1.N(C(OCC)=O)=NC(OCC)=O. The catalyst is O1CCCC1. The product is [C:27]([NH:26][C:6]1[C:7]([C:9]2[C:10]([CH3:25])=[CH:11][C:12]([O:16][CH2:17][C:18]3([OH:24])[CH2:23][CH2:22][S:21][CH2:20][CH2:19]3)=[CH:13][C:14]=2[CH3:15])=[CH:8][C:3]([CH2:2][N:37]([S:38]([C:41]2[CH:46]=[CH:45][CH:44]=[CH:43][C:42]=2[N+:47]([O-:49])=[O:48])(=[O:39])=[O:40])[C:35]2[CH:34]=[CH:33][C:32]([CH2:50][CH2:51][C:52]([O:54][CH2:55][CH3:56])=[O:53])=[C:31]([F:30])[CH:36]=2)=[CH:4][CH:5]=1)(=[O:29])[CH3:28]. The yield is 0.830.